From a dataset of Catalyst prediction with 721,799 reactions and 888 catalyst types from USPTO. Predict which catalyst facilitates the given reaction. (1) Reactant: [C:1]1(=O)[CH2:4][CH2:3][CH2:2]1.[C:6]1([OH:12])[CH:11]=[CH:10][CH:9]=[CH:8][CH:7]=1. Product: [C:1]1([C:9]2[CH:10]=[CH:11][C:6]([OH:12])=[CH:7][CH:8]=2)([C:9]2[CH:10]=[CH:11][C:6]([OH:12])=[CH:7][CH:8]=2)[CH2:4][CH2:3][CH2:2]1. The catalyst class is: 33. (2) Reactant: [H-].[Na+].C(OP([CH2:11][C:12]([O:14][CH2:15][CH3:16])=[O:13])(OCC)=O)C.[CH:17]1([C:20]([C:22]2[CH:27]=[CH:26][N:25]=[C:24]([CH2:28][O:29][CH2:30][O:31][CH3:32])[CH:23]=2)=O)[CH2:19][CH2:18]1.O. Product: [CH:17]1([C:20]([C:22]2[CH:27]=[CH:26][N:25]=[C:24]([CH2:28][O:29][CH2:30][O:31][CH3:32])[CH:23]=2)=[CH:11][C:12]([O:14][CH2:15][CH3:16])=[O:13])[CH2:18][CH2:19]1. The catalyst class is: 1. (3) Reactant: [CH:1]1[C:10]2[C:5](=[CH:6][CH:7]=[CH:8][CH:9]=2)[CH:4]=[CH:3][C:2]=1[C:11]1[C:24]2[C:25]3=[C:26]4[C:21](=[CH:22][CH:23]=2)[CH:20]=[CH:19][CH:18]=[C:17]4[CH:16]=[CH:15][C:14]3=[CH:13][CH:12]=1.[Br:27]N1C(=O)CCC1=O.CN(C)C=O. Product: [Br:27][C:18]1[C:17]2[C:26]3=[C:25]4[C:14](=[CH:15][CH:16]=2)[CH:13]=[CH:12][C:11]([C:2]2[CH:3]=[CH:4][C:5]5[C:10](=[CH:9][CH:8]=[CH:7][CH:6]=5)[CH:1]=2)=[C:24]4[CH:23]=[CH:22][C:21]3=[CH:20][CH:19]=1. The catalyst class is: 6. (4) Reactant: [Si](Br)(C)(C)C.CS(C)=O.[S:10]1[CH:14]=[CH:13][C:12]([CH2:15][CH:16]=O)=[CH:11]1.[CH3:18][N:19]([CH2:21][C:22]1[CH:23]=[C:24]([NH:28][C:29]2[S:30]C(C3C=CC=CC=3)=C[N:33]=2)[CH:25]=[CH:26][CH:27]=1)[CH3:20]. Product: [CH3:20][N:19]([CH2:21][C:22]1[CH:23]=[C:24]([NH:28][C:29]2[S:30][C:15]([C:12]3[CH:13]=[CH:14][S:10][CH:11]=3)=[CH:16][N:33]=2)[CH:25]=[CH:26][CH:27]=1)[CH3:18]. The catalyst class is: 23. (5) Reactant: [Br:1][C:2]1[C:7]([F:8])=[CH:6][C:5]([NH:9][CH2:10][C@@H:11]2[CH2:15][CH2:14][N:13]([C:16]([CH:18]3[CH2:20][CH2:19]3)=[O:17])[CH2:12]2)=[C:4]([N+:21]([O-])=O)[CH:3]=1.O.O.Cl[Sn]Cl.[OH-].[Na+]. Product: [Br:1][C:2]1[CH:3]=[C:4]([NH2:21])[C:5]([NH:9][CH2:10][C@@H:11]2[CH2:15][CH2:14][N:13]([C:16]([CH:18]3[CH2:19][CH2:20]3)=[O:17])[CH2:12]2)=[CH:6][C:7]=1[F:8]. The catalyst class is: 25. (6) Reactant: Br[C:2]1[CH:20]=[CH:19][C:5]([C:6]([N:8]([CH2:10][C:11]2[CH:16]=[CH:15][CH:14]=[C:13]([O:17][CH3:18])[CH:12]=2)[CH3:9])=[O:7])=[CH:4][CH:3]=1.[CH3:21][C:22]1[CH:23]=[C:24](B(O)O)[CH:25]=[CH:26][CH:27]=1. Product: [CH3:18][O:17][C:13]1[CH:12]=[C:11]([CH:16]=[CH:15][CH:14]=1)[CH2:10][N:8]([CH3:9])[C:6]([C:5]1[CH:19]=[CH:20][C:2]([C:26]2[CH:25]=[CH:24][CH:23]=[C:22]([CH3:21])[CH:27]=2)=[CH:3][CH:4]=1)=[O:7]. The catalyst class is: 492. (7) Reactant: C[O:2][C:3]([C:5]1[CH:13]=[C:12]2[C:8]([CH2:9][CH2:10][N:11]2[S:14]([C:17]2[CH:22]=[C:21]([Cl:23])[CH:20]=[CH:19][C:18]=2[O:24][CH3:25])(=[O:16])=[O:15])=[CH:7][CH:6]=1)=[O:4].[OH-].[K+]. Product: [Cl:23][C:21]1[CH:20]=[CH:19][C:18]([O:24][CH3:25])=[C:17]([S:14]([N:11]2[C:12]3[C:8](=[CH:7][CH:6]=[C:5]([C:3]([OH:4])=[O:2])[CH:13]=3)[CH2:9][CH2:10]2)(=[O:15])=[O:16])[CH:22]=1. The catalyst class is: 111.